From a dataset of Full USPTO retrosynthesis dataset with 1.9M reactions from patents (1976-2016). Predict the reactants needed to synthesize the given product. (1) Given the product [CH2:1]([O:3][C:4]([C:6]1[C:20]([NH2:21])=[CH:19][C:9]2[N:10]=[C:11]([C:13]3[CH:18]=[CH:17][CH:16]=[CH:15][CH:14]=3)[O:12][C:8]=2[C:7]=1[Cl:24])=[O:5])[CH3:2], predict the reactants needed to synthesize it. The reactants are: [CH2:1]([O:3][C:4]([C:6]1[C:20]([N+:21]([O-])=O)=[CH:19][C:9]2[N:10]=[C:11]([C:13]3[CH:18]=[CH:17][CH:16]=[CH:15][CH:14]=3)[O:12][C:8]=2[C:7]=1[Cl:24])=[O:5])[CH3:2].CC(O)=O. (2) Given the product [S:20]1[C:16]2[CH:15]=[C:14]([N:9]3[CH2:10][CH2:11][N:7]([C:3]4[CH:2]=[N:1][CH:6]=[CH:5][CH:4]=4)[C:8]3=[O:12])[CH:22]=[CH:21][C:17]=2[N:18]=[CH:19]1, predict the reactants needed to synthesize it. The reactants are: [N:1]1[CH:6]=[CH:5][CH:4]=[C:3]([N:7]2[CH2:11][CH2:10][NH:9][C:8]2=[O:12])[CH:2]=1.I[C:14]1[CH:22]=[CH:21][C:17]2[N:18]=[CH:19][S:20][C:16]=2[CH:15]=1.N[C@@H]1CCCC[C@H]1N.C(=O)([O-])[O-].[K+].[K+]. (3) Given the product [C:1]([O:8][CH2:9][CH2:10][N:11]1[C:15]([C:16]2[CH:21]=[CH:20][C:19]([OH:22])=[CH:18][C:17]=2[OH:30])=[C:14]([CH:38]2[CH2:39][CH2:40][CH2:41][CH2:42][CH2:43]2)[C:13]2[S:44][C:45]([C:47]([O:49][CH3:50])=[O:48])=[CH:46][C:12]1=2)(=[O:54])[CH3:2], predict the reactants needed to synthesize it. The reactants are: [CH2:1]([O:8][CH2:9][CH2:10][N:11]1[C:15]([C:16]2[CH:21]=[CH:20][C:19]([O:22]CC3C=CC=CC=3)=[CH:18][C:17]=2[O:30]CC2C=CC=CC=2)=[C:14]([CH:38]2[CH2:43][CH2:42][CH2:41][CH2:40][CH2:39]2)[C:13]2[S:44][C:45]([C:47]([O:49][CH3:50])=[O:48])=[CH:46][C:12]1=2)[C:2]1C=CC=CC=1.Br.C(O)(=[O:54])C. (4) Given the product [Cl:1][C:2]1[CH:7]=[C:6]([Cl:8])[CH:5]=[CH:4][C:3]=1[C:9]1[N:14]2[N:15]=[C:16]([CH2:18][CH3:19])[CH:17]=[C:13]2[O:12][C:10]=1[CH3:11], predict the reactants needed to synthesize it. The reactants are: [Cl:1][C:2]1[CH:7]=[C:6]([Cl:8])[CH:5]=[CH:4][C:3]=1[C:9](=O)[CH:10]([O:12][C:13]1[NH:14][N:15]=[C:16]([CH2:18][CH3:19])[CH:17]=1)[CH3:11].[NH4+].[Cl-].C([O-])([O-])=O.[Na+].[Na+].CCOC(C)=O. (5) Given the product [NH2:21][C:3]1[CH:4]=[C:5]([NH:8][C:9]2[N:14]=[C:13]([C:15]3[CH:16]=[N:17][CH:18]=[CH:19][CH:20]=3)[CH:12]=[CH:11][N:10]=2)[CH:6]=[CH:7][C:2]=1[CH3:1], predict the reactants needed to synthesize it. The reactants are: [CH3:1][C:2]1[CH:7]=[CH:6][C:5]([NH:8][C:9]2[N:14]=[C:13]([C:15]3[CH:16]=[N:17][CH:18]=[CH:19][CH:20]=3)[CH:12]=[CH:11][N:10]=2)=[CH:4][C:3]=1[N+:21]([O-])=O. (6) Given the product [BrH:1].[CH3:15][C:2]1[S:21][C:17]2=[N:16][CH2:20][CH2:19][N:18]2[C:3]=1[C:5]1[CH:14]=[CH:13][C:12]2[C:7](=[CH:8][CH:9]=[CH:10][CH:11]=2)[CH:6]=1, predict the reactants needed to synthesize it. The reactants are: [Br:1][CH:2]([CH3:15])[C:3]([C:5]1[CH:14]=[CH:13][C:12]2[C:7](=[CH:8][CH:9]=[CH:10][CH:11]=2)[CH:6]=1)=O.[NH:16]1[CH2:20][CH2:19][NH:18][C:17]1=[S:21].CCO. (7) Given the product [CH3:9][C:6]1[S:5][C:4]([C:1]2[CH:2]=[CH:13][C:12]3[C:11](=[CH:18][CH:17]=[CH:16][CH:15]=3)[N:10]=2)=[CH:8][CH:7]=1, predict the reactants needed to synthesize it. The reactants are: [C:1]([C:4]1[S:5][C:6]([CH3:9])=[CH:7][CH:8]=1)(=O)[CH3:2].[NH2:10][C:11]1[CH:18]=[CH:17][CH:16]=[CH:15][C:12]=1[CH:13]=O. (8) Given the product [N+:1]([C:13]1[CH:12]=[C:11]([C:7]2[CH:6]=[N:5][CH:10]=[CH:9][CH:8]=2)[CH:16]=[CH:15][C:14]=1[OH:17])([O-:4])=[O:2], predict the reactants needed to synthesize it. The reactants are: [N+:1]([O-:4])(O)=[O:2].[N:5]1[CH:10]=[CH:9][CH:8]=[C:7]([C:11]2[CH:16]=[CH:15][C:14]([OH:17])=[CH:13][CH:12]=2)[CH:6]=1.O.[OH-].[Na+]. (9) Given the product [F:4][C:5]([F:15])([F:14])[C:6]1[N:7]=[CH:8][C:9]([C:19](=[O:18])[CH3:20])=[CH:12][CH:13]=1, predict the reactants needed to synthesize it. The reactants are: C[Mg+].[Br-].[F:4][C:5]([F:15])([F:14])[C:6]1[CH:13]=[CH:12][C:9](C#N)=[CH:8][N:7]=1.CC[O:18][CH2:19][CH3:20]. (10) Given the product [CH3:1][O:2][C:3](=[O:34])[CH2:4][N:5]1[C:13]2[C:8](=[CH:9][CH:10]=[C:11]([S:14]([N:17]3[CH2:22][CH2:21][N:20]([C:23]4[CH:28]=[CH:27][C:26]([C:29]([F:32])([F:31])[F:30])=[CH:25][CH:24]=4)[CH2:19][CH2:18]3)(=[O:15])=[O:16])[CH:12]=2)[CH:7]=[CH:6]1, predict the reactants needed to synthesize it. The reactants are: [CH3:1][O:2][C:3](=[O:34])[CH2:4][N:5]1[C:13]2[C:8](=[CH:9][C:10](Br)=[C:11]([S:14]([N:17]3[CH2:22][CH2:21][N:20]([C:23]4[CH:28]=[CH:27][C:26]([C:29]([F:32])([F:31])[F:30])=[CH:25][CH:24]=4)[CH2:19][CH2:18]3)(=[O:16])=[O:15])[CH:12]=2)[CH:7]=[CH:6]1.C(N(CC)CC)C.